This data is from Reaction yield outcomes from USPTO patents with 853,638 reactions. The task is: Predict the reaction yield, written as a fraction of the theoretical maximum amount of product (1.0 means a 100% yield; for example, 0.34 means a 34% yield). (1) The reactants are [CH2:1]([O:8][C:9]1[C:17]([F:18])=[CH:16][CH:15]=[C:14]2[C:10]=1[C:11]([C:19](=O)[C:20]([N:22]([CH3:24])[CH3:23])=O)=[CH:12][NH:13]2)[C:2]1[CH:7]=[CH:6][CH:5]=[CH:4][CH:3]=1.[H-].[H-].[H-].[H-].[Li+].[Al+3]. The catalyst is O1CCOCC1. The product is [CH2:1]([O:8][C:9]1[C:17]([F:18])=[CH:16][CH:15]=[C:14]2[C:10]=1[C:11]([CH2:19][CH2:20][N:22]([CH3:23])[CH3:24])=[CH:12][NH:13]2)[C:2]1[CH:3]=[CH:4][CH:5]=[CH:6][CH:7]=1. The yield is 0.800. (2) The reactants are CO.[CH3:3][NH:4][NH2:5].CN([CH:9]=[C:10]1[C:15](=[O:16])[CH2:14][CH2:13][CH2:12][C:11]1=O)C. The catalyst is C(OCC)(=O)C. The product is [CH3:3][N:4]1[CH:11]2[CH:10]([C:15](=[O:16])[CH2:14][CH2:13][CH2:12]2)[CH:9]=[N:5]1. The yield is 0.690. (3) The reactants are [OH:1]O.[NH:3]1[C:14]2[C:6](=[CH:7][C:8]3[CH2:9][CH2:10][CH2:11][C:12]=3[CH:13]=2)[C:5](=[O:15])C1=O.Cl. The catalyst is [OH-].[Na+]. The product is [NH2:3][C:14]1[CH:13]=[C:12]2[C:8]([CH2:9][CH2:10][CH2:11]2)=[CH:7][C:6]=1[C:5]([OH:15])=[O:1]. The yield is 0.860. (4) The reactants are [NH2:1][S:2]([C:5]1[C:10]([O:11][CH3:12])=[CH:9][CH:8]=[C:7]([CH3:13])[C:6]=1[NH:14][C:15]([C:17]1[C:18](=[O:35])[N:19]([CH2:28][C:29]2[CH:34]=[CH:33][CH:32]=[CH:31][CH:30]=2)[C:20]2[C:25]([C:26]=1[OH:27])=[CH:24][CH:23]=[CH:22][N:21]=2)=O)(=[O:4])=[O:3].NS(C1C=C(Br)C=CC=1NC(C1C(=O)N(CC2C=CC=CC=2)C2C(C=1O)=CC=CN=2)=O)(=O)=O. The catalyst is Cl. The product is [CH2:28]([N:19]1[C:20]2[C:25](=[CH:24][CH:23]=[CH:22][N:21]=2)[C:26]([OH:27])=[C:17]([C:15]2[NH:14][C:6]3[C:7]([CH3:13])=[CH:8][CH:9]=[C:10]([O:11][CH3:12])[C:5]=3[S:2](=[O:3])(=[O:4])[N:1]=2)[C:18]1=[O:35])[C:29]1[CH:30]=[CH:31][CH:32]=[CH:33][CH:34]=1. The yield is 0.560. (5) The reactants are O=[C:2]1[O:7][C:6]([C:8]2[CH:13]=[CH:12][CH:11]=[CH:10][C:9]=2[O:14]C(=O)C)=[N:5][C:4]2[CH:18]=[CH:19][CH:20]=[CH:21][C:3]1=2.[O:22]([CH2:29][CH2:30][NH2:31])[C:23]1[CH:28]=[CH:27][CH:26]=[CH:25][CH:24]=1. No catalyst specified. The product is [OH:14][C:9]1[CH:10]=[CH:11][CH:12]=[CH:13][C:8]=1[C:6]1[N:31]([CH2:30][CH2:29][O:22][C:23]2[CH:28]=[CH:27][CH:26]=[CH:25][CH:24]=2)[C:2](=[O:7])[C:3]2[C:4](=[CH:18][CH:19]=[CH:20][CH:21]=2)[N:5]=1. The yield is 0.600. (6) The reactants are [NH2:1][C:2]1[CH:23]=[CH:22][C:5]([O:6][C:7]2[CH:8]=[CH:9][C:10]3[N:11]([CH:13]=[C:14]([NH:16][C:17]([CH:19]4[CH2:21][CH2:20]4)=[O:18])[N:15]=3)[CH:12]=2)=[C:4]([F:24])[CH:3]=1.[C:25]1([NH:31][C:32]([C:34]2([C:37](O)=[O:38])[CH2:36][CH2:35]2)=[O:33])[CH:30]=[CH:29][CH:28]=[CH:27][CH:26]=1.CN(C(ON1N=NC2C=CC=NC1=2)=[N+](C)C)C.F[P-](F)(F)(F)(F)F.C(N(CC)C(C)C)(C)C.C(=O)([O-])O.[Na+]. The catalyst is CN(C)C(=O)C.O. The product is [CH:19]1([C:17]([NH:16][C:14]2[N:15]=[C:10]3[CH:9]=[CH:8][C:7]([O:6][C:5]4[CH:22]=[CH:23][C:2]([NH:1][C:37]([C:34]5([C:32]([NH:31][C:25]6[CH:30]=[CH:29][CH:28]=[CH:27][CH:26]=6)=[O:33])[CH2:36][CH2:35]5)=[O:38])=[CH:3][C:4]=4[F:24])=[CH:12][N:11]3[CH:13]=2)=[O:18])[CH2:21][CH2:20]1. The yield is 0.470.